This data is from TCR-epitope binding with 47,182 pairs between 192 epitopes and 23,139 TCRs. The task is: Binary Classification. Given a T-cell receptor sequence (or CDR3 region) and an epitope sequence, predict whether binding occurs between them. (1) The epitope is LLMPILTLT. The TCR CDR3 sequence is CASSLGWGETQYF. Result: 1 (the TCR binds to the epitope). (2) The epitope is FPPTSFGPL. The TCR CDR3 sequence is CASSLGQGIGKLFF. Result: 0 (the TCR does not bind to the epitope). (3) The epitope is NLNESLIDL. The TCR CDR3 sequence is CASSLGTSDYEQYF. Result: 1 (the TCR binds to the epitope). (4) The epitope is RAKFKQLL. The TCR CDR3 sequence is CASSEGNVAPGELFF. Result: 0 (the TCR does not bind to the epitope). (5) The epitope is ARMILMTHF. The TCR CDR3 sequence is CASSRGLNAGELFF. Result: 0 (the TCR does not bind to the epitope).